Dataset: hERG Central: cardiac toxicity at 1µM, 10µM, and general inhibition. Task: Predict hERG channel inhibition at various concentrations. (1) The molecule is O=C(c1ccc(-n2cncn2)c([N+](=O)[O-])c1)N1CCN(S(=O)(=O)c2c(F)cccc2F)CC1. Results: hERG_inhib (hERG inhibition (general)): blocker. (2) The drug is Cc1ccsc1-c1nc(CN(C)C(C2CC2)C2CC2)c(C)o1. Results: hERG_inhib (hERG inhibition (general)): blocker. (3) The compound is O=C(c1ccc2c(c1)OCO2)C1CCCN(Cc2ccc(OC(F)F)cc2)C1. Results: hERG_inhib (hERG inhibition (general)): blocker. (4) The compound is CN(c1ccccc1)c1nc(-n2ccnc2)nc(-n2ccnc2)n1. Results: hERG_inhib (hERG inhibition (general)): blocker. (5) The molecule is CCCCN(CCCC)C(=O)/C=C/c1cccc([N+](=O)[O-])c1. Results: hERG_inhib (hERG inhibition (general)): blocker. (6) The compound is O=C(Nc1ccccc1N1CCOCC1)c1ccc2c(c1)C(=O)N(Cc1ccncc1)C2=O. Results: hERG_inhib (hERG inhibition (general)): blocker. (7) Results: hERG_inhib (hERG inhibition (general)): blocker. The molecule is O=C(NCCCN1CCOCC1)c1ccccc1N1C(=O)[C@@H]2Cc3c([nH]c4ccccc34)C(c3cccc(Cl)c3)N2C1=O. (8) The compound is COc1cccc(C(=O)Nc2cccc(-c3nnc(-c4ccco4)o3)c2)c1. Results: hERG_inhib (hERG inhibition (general)): blocker. (9) The drug is CCCNC(=O)C(Cc1cccc(C#N)c1)NC(=O)c1ccc(C#N)cc1. Results: hERG_inhib (hERG inhibition (general)): blocker.